This data is from Reaction yield outcomes from USPTO patents with 853,638 reactions. The task is: Predict the reaction yield, written as a fraction of the theoretical maximum amount of product (1.0 means a 100% yield; for example, 0.34 means a 34% yield). (1) The reactants are [CH3:1][O:2][C:3]1[CH:4]=[C:5]([C:19](=O)[CH3:20])[CH:6]=[CH:7][C:8]=1[O:9][CH2:10][C:11]1[CH:12]=[N:13][C:14]([O:17][CH3:18])=[CH:15][CH:16]=1.C(=O)([O-])[O-].[K+].[K+].S(O)(O)(=O)=O.[NH2:33][OH:34]. The catalyst is CO.O. The product is [CH3:1][O:2][C:3]1[CH:4]=[C:5]([C:19](=[N:33][OH:34])[CH3:20])[CH:6]=[CH:7][C:8]=1[O:9][CH2:10][C:11]1[CH:12]=[N:13][C:14]([O:17][CH3:18])=[CH:15][CH:16]=1. The yield is 0.960. (2) The reactants are C(N(CC)CC)C.I[C:9]1[CH:18]=[CH:17][C:12]2[O:13][CH2:14][CH2:15][O:16][C:11]=2[CH:10]=1.[Br:19][C:20]1[CH:21]=[C:22]([C:26]#[CH:27])[CH:23]=[CH:24][CH:25]=1. The catalyst is O1CCCC1.C(OCC)(=O)C.Cl[Pd](Cl)([P](C1C=CC=CC=1)(C1C=CC=CC=1)C1C=CC=CC=1)[P](C1C=CC=CC=1)(C1C=CC=CC=1)C1C=CC=CC=1.[Cu]I. The product is [Br:19][C:20]1[CH:21]=[C:22]([C:26]#[C:27][C:9]2[CH:18]=[CH:17][C:12]3[O:13][CH2:14][CH2:15][O:16][C:11]=3[CH:10]=2)[CH:23]=[CH:24][CH:25]=1. The yield is 0.940. (3) The reactants are C([N:8]1[CH2:17][CH:16]([C:18]2[CH:23]=[CH:22][C:21]([O:24][CH3:25])=[CH:20][CH:19]=2)[C:15]2[C:10](=[CH:11][C:12]([O:26][CH3:27])=[CH:13][CH:14]=2)[CH2:9]1)C1C=CC=CC=1.CO.CCOC(C)=O. The catalyst is CCO.[Pd]. The product is [CH3:27][O:26][C:12]1[CH:11]=[C:10]2[C:15]([CH:16]([C:18]3[CH:23]=[CH:22][C:21]([O:24][CH3:25])=[CH:20][CH:19]=3)[CH2:17][NH:8][CH2:9]2)=[CH:14][CH:13]=1. The yield is 0.760. (4) The reactants are Cl[CH2:2][CH2:3][CH2:4][N:5]1[CH:13]=[C:12]2[C:7]([N:8]=[C:9]([C:27]3[CH:32]=[CH:31][C:30]([F:33])=[CH:29][CH:28]=3)[C:10]([C:21]3[CH:26]=[CH:25][N:24]=[CH:23][CH:22]=3)=[C:11]2[C:14]2[CH:19]=[CH:18][C:17]([F:20])=[CH:16][CH:15]=2)=[N:6]1.[C:34](#[N:36])C. The catalyst is CN.CCO. The product is [CH3:34][NH:36][CH2:2][CH2:3][CH2:4][N:5]1[CH:13]=[C:12]2[C:7]([N:8]=[C:9]([C:27]3[CH:32]=[CH:31][C:30]([F:33])=[CH:29][CH:28]=3)[C:10]([C:21]3[CH:26]=[CH:25][N:24]=[CH:23][CH:22]=3)=[C:11]2[C:14]2[CH:19]=[CH:18][C:17]([F:20])=[CH:16][CH:15]=2)=[N:6]1. The yield is 0.290.